Dataset: Catalyst prediction with 721,799 reactions and 888 catalyst types from USPTO. Task: Predict which catalyst facilitates the given reaction. (1) Reactant: [C:1]([C:3]1[C:4]([NH2:19])=[N:5][CH:6]=[CH:7][C:8]=1[O:9][C:10]1[CH:15]=[CH:14][C:13]([N+:16]([O-])=O)=[CH:12][CH:11]=1)#[CH:2].[Cl-].[NH4+].CN(C)C=O.C(O)C. Product: [NH2:16][C:13]1[CH:14]=[CH:15][C:10]([O:9][C:8]2[CH:7]=[CH:6][N:5]=[C:4]([NH2:19])[C:3]=2[C:1]#[CH:2])=[CH:11][CH:12]=1. The catalyst class is: 150. (2) Reactant: [NH2:1][C:2]1[C:6]([Br:7])=[CH:5][S:4][C:3]=1[C:8]([NH:10][CH3:11])=[O:9].[CH:12](OC)(OC)OC.Cl.O1CCOCC1. Product: [Br:7][C:6]1[C:2]2[N:1]=[CH:11][N:10]([CH3:12])[C:8](=[O:9])[C:3]=2[S:4][CH:5]=1. The catalyst class is: 37. (3) Reactant: [Cl:1][C:2]([Cl:17])([C:13]([F:16])([F:15])[F:14])[CH2:3][CH:4]1[CH:6]([C:7]([O:9][CH3:10])=[O:8])[C:5]1([CH3:12])[CH3:11]. Product: [Cl:1][C:2]([Cl:17])([C:13]([F:14])([F:16])[F:15])[CH2:3][C@@H:4]1[C@H:6]([C:7]([O:9][CH3:10])=[O:8])[C:5]1([CH3:12])[CH3:11]. The catalyst class is: 4. (4) Reactant: [Br:1][C:2]1[CH:3]=[C:4]([F:17])[C:5]2[O:9][C:8]([CH:10]3[CH2:15][CH2:14][NH:13][CH2:12][CH2:11]3)=[N:7][C:6]=2[CH:16]=1.C(Cl)Cl.[CH3:21][C:22]([O:25][C:26](O[C:26]([O:25][C:22]([CH3:24])([CH3:23])[CH3:21])=[O:27])=[O:27])([CH3:24])[CH3:23]. Product: [Br:1][C:2]1[CH:3]=[C:4]([F:17])[C:5]2[O:9][C:8]([CH:10]3[CH2:15][CH2:14][N:13]([C:26]([O:25][C:22]([CH3:24])([CH3:23])[CH3:21])=[O:27])[CH2:12][CH2:11]3)=[N:7][C:6]=2[CH:16]=1. The catalyst class is: 6. (5) Reactant: [NH:1]1[CH2:6][CH2:5][CH:4]([C:7]2[C:12](=[O:13])[NH:11][C:10]3[CH:14]=[CH:15][NH:16][C:9]=3[CH:8]=2)[CH2:3][CH2:2]1.[Cl:17][C:18]1[CH:19]=[C:20]2[CH2:31][C@@H:30]([CH2:32][C:33](O)=[O:34])[C:29](=[O:36])[N:28]([CH2:37][C:38]([CH3:41])([CH3:40])[CH3:39])[CH2:27][C:21]2=[C:22]2[C:26]=1[NH:25][CH:24]=[CH:23]2.C(Cl)CCl.C1C=CC2N(O)N=NC=2C=1.C(N(C(C)C)CC)(C)C. Product: [Cl:17][C:18]1[CH:19]=[C:20]2[CH2:31][C@@H:30]([CH2:32][C:33](=[O:34])[N:1]3[CH2:2][CH2:3][CH:4]([C:7]4[C:12](=[O:13])[NH:11][C:10]5[CH:14]=[CH:15][NH:16][C:9]=5[CH:8]=4)[CH2:5][CH2:6]3)[C:29](=[O:36])[N:28]([CH2:37][C:38]([CH3:41])([CH3:40])[CH3:39])[CH2:27][C:21]2=[C:22]2[C:26]=1[NH:25][CH:24]=[CH:23]2. The catalyst class is: 3. (6) Reactant: [CH2:1]([O:3][C:4]([C:6]1[NH:7][C:8]2[C:13]([CH:14]=1)=[CH:12][CH:11]=[CH:10][CH:9]=2)=[O:5])[CH3:2].[H-].[Na+].[Cl:17][C:18]1[CH:23]=[CH:22][C:21]([CH2:24][CH2:25]OS(C2C=CC(C)=CC=2)(=O)=O)=[CH:20][CH:19]=1. Product: [CH2:1]([O:3][C:4]([C:6]1[N:7]([CH2:25][CH2:24][C:21]2[CH:22]=[CH:23][C:18]([Cl:17])=[CH:19][CH:20]=2)[C:8]2[C:13]([CH:14]=1)=[CH:12][CH:11]=[CH:10][CH:9]=2)=[O:5])[CH3:2]. The catalyst class is: 3.